This data is from Forward reaction prediction with 1.9M reactions from USPTO patents (1976-2016). The task is: Predict the product of the given reaction. (1) The product is: [NH:11]1[C:19]2[C:14](=[CH:15][CH:16]=[CH:17][CH:18]=2)[CH2:13][C:12]1=[O:22]. Given the reactants OCC[C@H]([N:11]1[C:19]2[C:14](=[CH:15][CH:16]=[CH:17][CH:18]=2)[C:13](C)(C)[C:12]1=[O:22])C1C=CC=CC=1.C1(C)C(S(Cl)(=O)=O)=CC=CC=1, predict the reaction product. (2) Given the reactants [CH3:1][N:2]1[C:6]2[CH:7]=[CH:8][CH:9]=[CH:10][C:5]=2[NH:4][C:3]1=[S:11].[CH3:12]CN(C(C)C)C(C)C.Cl[CH2:22][C:23]1[N:24](C)[CH:25]=[C:26]([C:28]2[CH:33]=[CH:32][CH:31]=[CH:30][CH:29]=2)[N:27]=1, predict the reaction product. The product is: [CH3:1][N:2]1[C:6]2[CH:7]=[CH:8][CH:9]=[CH:10][C:5]=2[N:4]=[C:3]1[SH:11]([CH2:22][C:23]1[NH:24][CH:25]=[C:26]([C:28]2[CH:33]=[CH:32][CH:31]=[CH:30][CH:29]=2)[N:27]=1)[CH3:12]. (3) Given the reactants [ClH:1].C(OC([N:9]([CH2:33][C:34]1[CH:39]=[CH:38][C:37]([N:40]2[CH2:45][CH2:44][N:43](C(OC(C)(C)C)=O)[CH2:42][CH2:41]2)=[CH:36][CH:35]=1)[CH2:10][CH2:11][C:12]1[CH:17]=[C:16]([O:18][CH3:19])[C:15]([NH:20][C:21]([NH:23][C:24]2[CH:29]=[N:28][C:27]([C:30]#[N:31])=[CH:26][N:25]=2)=[O:22])=[CH:14][C:13]=1[Cl:32])=O)(C)(C)C.C(OCC)C, predict the reaction product. The product is: [ClH:32].[ClH:1].[Cl:32][C:13]1[C:12]([CH2:11][CH2:10][NH:9][CH2:33][C:34]2[CH:39]=[CH:38][C:37]([N:40]3[CH2:45][CH2:44][NH:43][CH2:42][CH2:41]3)=[CH:36][CH:35]=2)=[CH:17][C:16]([O:18][CH3:19])=[C:15]([NH:20][C:21]([NH:23][C:24]2[CH:29]=[N:28][C:27]([C:30]#[N:31])=[CH:26][N:25]=2)=[O:22])[CH:14]=1.